This data is from Full USPTO retrosynthesis dataset with 1.9M reactions from patents (1976-2016). The task is: Predict the reactants needed to synthesize the given product. Given the product [CH3:32][O:33][C:34]1[C:35]([CH3:53])=[CH:36][C:37]([C:41]2[O:42][C:43]3[N:44]=[C:45]([S:51][CH3:52])[N:46]=[C:47]([O:50][CH:31]4[CH2:30][O:29][CH2:27]4)[C:48]=3[N:49]=2)=[CH:38][C:39]=1[CH3:40], predict the reactants needed to synthesize it. The reactants are: C1(P(C2C=CC=CC=2)C2C=CC=CC=2)C=CC=CC=1.N([C:27]([O:29][CH2:30][CH3:31])=O)=N[C:27]([O:29][CH2:30][CH3:31])=O.[CH3:32][O:33][C:34]1[C:39]([CH3:40])=[CH:38][C:37]([C:41]2[O:42][C:43]3[N:44]=[C:45]([S:51][CH3:52])[N:46]=[C:47]([OH:50])[C:48]=3[N:49]=2)=[CH:36][C:35]=1[CH3:53].O1CC(O)C1.